This data is from Reaction yield outcomes from USPTO patents with 853,638 reactions. The task is: Predict the reaction yield, written as a fraction of the theoretical maximum amount of product (1.0 means a 100% yield; for example, 0.34 means a 34% yield). (1) The reactants are [CH2:1]([C:4]1([CH2:29][CH:30]=[CH2:31])[C:27](=[O:28])[N:7]2[CH2:8][CH2:9][N:10](C(OC(C)(C)C)=O)[CH:11]([C:12]3[CH:17]=[CH:16][C:15]([CH3:18])=[CH:14][C:13]=3[CH3:19])[CH:6]2[CH2:5]1)[CH:2]=[CH2:3].C(O)(C(F)(F)F)=O. The catalyst is C(Cl)Cl. The product is [CH2:29]([C:4]1([CH2:1][CH:2]=[CH2:3])[C:27](=[O:28])[N:7]2[CH2:8][CH2:9][NH:10][CH:11]([C:12]3[CH:17]=[CH:16][C:15]([CH3:18])=[CH:14][C:13]=3[CH3:19])[CH:6]2[CH2:5]1)[CH:30]=[CH2:31]. The yield is 0.790. (2) The catalyst is CN(C=O)C.C(O)C.O. The product is [NH2:1][C:2]1[N:7]=[CH:6][N:5]=[C:4]2[N:8]([CH2:12][C:13]3[O:14][C:15]4[C:20]([C:21](=[O:29])[C:22]=3[C:23]3[CH:28]=[CH:27][CH:26]=[CH:25][CH:24]=3)=[CH:19][CH:18]=[CH:17][CH:16]=4)[N:9]=[C:10]([C:36]3[CH:37]=[C:38]4[C:33]([CH:32]=[N:31][NH:30]4)=[CH:34][CH:35]=3)[C:3]=12. The reactants are [NH2:1][C:2]1[N:7]=[CH:6][N:5]=[C:4]2[N:8]([CH2:12][C:13]3[O:14][C:15]4[C:20]([C:21](=[O:29])[C:22]=3[C:23]3[CH:28]=[CH:27][CH:26]=[CH:25][CH:24]=3)=[CH:19][CH:18]=[CH:17][CH:16]=4)[N:9]=[C:10](I)[C:3]=12.[NH:30]1[C:38]2[C:33](=[CH:34][CH:35]=[C:36](B3OC(C)(C)C(C)(C)O3)[CH:37]=2)[CH:32]=[N:31]1.C(=O)([O-])[O-].[Na+].[Na+].ClCCl. The yield is 0.0300.